This data is from Full USPTO retrosynthesis dataset with 1.9M reactions from patents (1976-2016). The task is: Predict the reactants needed to synthesize the given product. (1) The reactants are: N1(CC([C:10]2[CH:15]=CC=CC=2)=NO)C=CN=C1.[C:16]([OH:26])(=[O:25])/[CH:17]=C/C1C=CC=CC=1.[CH:27]1(N=C=N[CH:27]2[CH2:32][CH2:31][CH2:30][CH2:29][CH2:28]2)[CH2:32][CH2:31][CH2:30][CH2:29][CH2:28]1.CN(C1C=CC=CN=1)C. Given the product [C:16]([O:26][CH2:15][CH3:10])(=[O:25])[CH3:17].[CH3:31][CH2:32][CH2:27][CH2:28][CH2:29][CH3:30], predict the reactants needed to synthesize it. (2) Given the product [CH3:8][C:9]([NH2:3])([CH3:10])[CH2:13][C:14]1[CH:19]=[CH:18][C:17]([O:20][CH3:21])=[CH:16][CH:15]=1, predict the reactants needed to synthesize it. The reactants are: C([N:3](CC)CC)C.[CH3:8][C:9](C)([CH2:13][C:14]1[CH:19]=[CH:18][C:17]([O:20][CH3:21])=[CH:16][CH:15]=1)[C:10](O)=O.ClC(OCC)=O.[N-]=[N+]=[N-].[Na+]. (3) Given the product [Br:20][C:17]1[CH:16]=[CH:15][C:14]([C:13]2[O:12][N:11]=[C:10]([CH3:21])[C:9]=2[CH:7]2[CH2:8][CH:6]2[C:4]([OH:5])=[O:3])=[CH:19][CH:18]=1, predict the reactants needed to synthesize it. The reactants are: C([O:3][C:4]([CH:6]1[CH2:8][CH:7]1[C:9]1[C:10]([CH3:21])=[N:11][O:12][C:13]=1[C:14]1[CH:19]=[CH:18][C:17]([Br:20])=[CH:16][CH:15]=1)=[O:5])C.CO.[OH-].[Na+].Cl. (4) Given the product [C:18]1([CH:7]([NH:8][C:9]([N:43]2[CH2:42][CH2:41][N:40]([C:29]3[N:28]=[C:27]([N:26]([CH2:24][CH3:25])[CH2:46][C:47]([CH3:49])=[CH2:48])[N:32]=[C:31]([N:33]([CH2:38][CH3:39])[CH2:34][C:35]([CH3:37])=[CH2:36])[N:30]=3)[CH2:45][CH2:44]2)=[O:11])[C:1]2[CH:2]=[CH:3][CH:4]=[CH:5][CH:6]=2)[CH:19]=[CH:20][CH:21]=[CH:22][CH:23]=1, predict the reactants needed to synthesize it. The reactants are: [C:1]1([CH:7]([C:18]2[CH:23]=[CH:22][CH:21]=[CH:20][CH:19]=2)[N:8](C2C=CC=CC=2)[C:9](=[O:11])[O-])[CH:6]=[CH:5][CH:4]=[CH:3][CH:2]=1.[CH2:24]([N:26]([CH2:46][C:47]([CH3:49])=[CH2:48])[C:27]1[N:32]=[C:31]([N:33]([CH2:38][CH3:39])[CH2:34][C:35]([CH3:37])=[CH2:36])[N:30]=[C:29]([N:40]2[CH2:45][CH2:44][NH:43][CH2:42][CH2:41]2)[N:28]=1)[CH3:25].C1CCN2C(=NCCC2)CC1.